From a dataset of Reaction yield outcomes from USPTO patents with 853,638 reactions. Predict the reaction yield, written as a fraction of the theoretical maximum amount of product (1.0 means a 100% yield; for example, 0.34 means a 34% yield). (1) The reactants are [CH3:1][C:2]([S:23]([CH3:26])(=[O:25])=[O:24])([CH2:6][CH2:7][C:8]1[CH:13]=[CH:12][C:11]([B:14]2[O:18][C:17]([CH3:20])([CH3:19])[C:16]([CH3:22])([CH3:21])[O:15]2)=[CH:10][CH:9]=1)[C:3]([OH:5])=O.[O:27]1[CH2:32][CH2:31][CH2:30][CH2:29][CH:28]1[O:33][NH2:34].BrC1C=CC(CCC(C)(S(C)(=O)=O)C(NOC2CCCCO2)=O)=CC=1. No catalyst specified. The product is [CH3:1][C:2]([S:23]([CH3:26])(=[O:24])=[O:25])([CH2:6][CH2:7][C:8]1[CH:13]=[CH:12][C:11]([B:14]2[O:15][C:16]([CH3:21])([CH3:22])[C:17]([CH3:20])([CH3:19])[O:18]2)=[CH:10][CH:9]=1)[C:3]([NH:34][O:33][CH:28]1[CH2:29][CH2:30][CH2:31][CH2:32][O:27]1)=[O:5]. The yield is 0.604. (2) The reactants are [F:1][C:2]1[CH:7]=[CH:6][C:5](B(O)O)=[CH:4][C:3]=1[N+:11]([O-:13])=[O:12].[CH:14]([C:17]1[CH:21]=[C:20]([C:22]([O:24][C:25]([CH3:28])([CH3:27])[CH3:26])=[O:23])[NH:19][N:18]=1)([CH3:16])[CH3:15]. The catalyst is C(Cl)Cl.C([O-])(=O)C.[Cu+2].C([O-])(=O)C. The product is [F:1][C:2]1[CH:7]=[CH:6][C:5]([N:19]2[C:20]([C:22]([O:24][C:25]([CH3:27])([CH3:26])[CH3:28])=[O:23])=[CH:21][C:17]([CH:14]([CH3:16])[CH3:15])=[N:18]2)=[CH:4][C:3]=1[N+:11]([O-:13])=[O:12]. The yield is 0.440. (3) The reactants are [F:1][C:2]1[CH:3]=[C:4]([C:9]2[CH:14]=[CH:13][CH:12]=[CH:11][C:10]=2[S:15]([CH3:18])(=[O:17])=[O:16])[CH:5]=[CH:6][C:7]=1[NH2:8].[C:19]([O-:22])(O)=O.[Na+].[Cl-].[C:25](OCC)(=O)[CH3:26]. No catalyst specified. The product is [F:1][C:2]1[CH:3]=[C:4]([C:9]2[CH:14]=[CH:13][CH:12]=[CH:11][C:10]=2[S:15]([CH3:18])(=[O:17])=[O:16])[CH:5]=[CH:6][C:7]=1[NH:8][C:19](=[O:22])[CH:25]=[CH2:26]. The yield is 0.940. (4) The reactants are [F:1][C:2]1[CH:7]=[CH:6][C:5]([C:8]2[N:12]([CH3:13])[N:11]=[CH:10][C:9]=2/[CH:14]=[CH:15]/[C:16]([NH:18][C:19]2[CH:24]=[CH:23][C:22]([CH2:25]SC)=[CH:21][CH:20]=2)=[O:17])=[CH:4][CH:3]=1.Cl[C:29]1C=CC=C(C(OO)=O)C=1.[S:39]([O-:42])([O-])=[O:40].[Na+].[Na+]. The catalyst is O1CCCC1. The product is [F:1][C:2]1[CH:3]=[CH:4][C:5]([C:8]2[N:12]([CH3:13])[N:11]=[CH:10][C:9]=2/[CH:14]=[CH:15]/[C:16]([NH:18][C:19]2[CH:20]=[CH:21][C:22]([CH2:25][S:39]([CH3:29])(=[O:42])=[O:40])=[CH:23][CH:24]=2)=[O:17])=[CH:6][CH:7]=1. The yield is 0.750.